This data is from Forward reaction prediction with 1.9M reactions from USPTO patents (1976-2016). The task is: Predict the product of the given reaction. (1) Given the reactants [CH2:1]([O:8][C@H:9]([CH3:15])[C@H:10]([OH:14])[C:11](O)=[O:12])[C:2]1[CH:7]=[CH:6][CH:5]=[CH:4][CH:3]=1.B(OC)(OC)OC.CSC.B.B([O-])([O-])[O-].CSC, predict the reaction product. The product is: [CH2:1]([O:8][C@H:9]([CH3:15])[C@H:10]([OH:14])[CH2:11][OH:12])[C:2]1[CH:7]=[CH:6][CH:5]=[CH:4][CH:3]=1. (2) Given the reactants [F:1][C:2]([F:28])([F:27])[C:3]1[CH:8]=[CH:7][C:6]([C:9]2[C:10]([C:15]([NH:17][C:18]3[CH:19]=[C:20]([C:24](O)=[O:25])[N:21]([CH3:23])[CH:22]=3)=[O:16])=[CH:11][CH:12]=[CH:13][CH:14]=2)=[CH:5][CH:4]=1.[N:29]1([CH:34]2[CH2:39][CH2:38][N:37]([C:40]3[CH:47]=[CH:46][C:43]([CH2:44][NH2:45])=[CH:42][CH:41]=3)[CH2:36][CH2:35]2)[CH2:33][CH2:32][CH2:31][CH2:30]1.CN(C(ON1N=NC2C=CC=CC1=2)=[N+](C)C)C.[B-](F)(F)(F)F.C(N(CC)CC)C, predict the reaction product. The product is: [N:29]1([CH:34]2[CH2:39][CH2:38][N:37]([C:40]3[CH:41]=[CH:42][C:43]([CH2:44][NH:45][C:24]([C:20]4[N:21]([CH3:23])[CH:22]=[C:18]([NH:17][C:15]([C:10]5[C:9]([C:6]6[CH:5]=[CH:4][C:3]([C:2]([F:1])([F:27])[F:28])=[CH:8][CH:7]=6)=[CH:14][CH:13]=[CH:12][CH:11]=5)=[O:16])[CH:19]=4)=[O:25])=[CH:46][CH:47]=3)[CH2:36][CH2:35]2)[CH2:30][CH2:31][CH2:32][CH2:33]1. (3) The product is: [C:8]([C:5]1[CH:6]=[CH:7][C:2]([O:1][CH2:19][C:20]([O:22][CH3:23])=[O:21])=[C:3]([CH3:11])[CH:4]=1)(=[O:10])[CH3:9]. Given the reactants [OH:1][C:2]1[CH:7]=[CH:6][C:5]([C:8](=[O:10])[CH3:9])=[CH:4][C:3]=1[CH3:11].C(=O)([O-])[O-].[K+].[K+].Br[CH2:19][C:20]([O:22][CH3:23])=[O:21], predict the reaction product. (4) Given the reactants F[P-](F)(F)(F)(F)F.C[N+](C)=C(N(C)C)ON1C2N=CC=CC=2N=N1.C(N(CC)C(C)C)(C)C.[NH2:34][C:35]1[N:44]=[C:43]([N:45]2[CH2:50][CH2:49][N:48]([CH3:51])[CH2:47][CH2:46]2)[C:42]2[C:37](=[CH:38][C:39]([C:52]([OH:54])=O)=[CH:40][CH:41]=2)[N:36]=1.Cl.[CH2:56]1[C:65]2[C:60](=[C:61]([O:66][CH2:67][C:68]3[CH:69]=[C:70]([CH:73]=[CH:74][CH:75]=3)[C:71]#[N:72])[CH:62]=[CH:63][CH:64]=2)[CH2:59][CH2:58][NH:57]1, predict the reaction product. The product is: [NH2:34][C:35]1[N:44]=[C:43]([N:45]2[CH2:50][CH2:49][N:48]([CH3:51])[CH2:47][CH2:46]2)[C:42]2[C:37](=[CH:38][C:39]([C:52]([N:57]3[CH2:58][CH2:59][C:60]4[C:65](=[CH:64][CH:63]=[CH:62][C:61]=4[O:66][CH2:67][C:68]4[CH:69]=[C:70]([CH:73]=[CH:74][CH:75]=4)[C:71]#[N:72])[CH2:56]3)=[O:54])=[CH:40][CH:41]=2)[N:36]=1.